Dataset: Reaction yield outcomes from USPTO patents with 853,638 reactions. Task: Predict the reaction yield, written as a fraction of the theoretical maximum amount of product (1.0 means a 100% yield; for example, 0.34 means a 34% yield). (1) The reactants are [CH3:1][N:2]1[C:11]2[C:6](=[CH:7][CH:8]=[CH:9][CH:10]=2)[CH2:5][CH2:4][CH2:3]1.[S:12]([Cl:16])(=O)(=[O:14])[OH:13]. The catalyst is ClCCl.O. The product is [CH3:1][N:2]1[C:11]2[C:6](=[CH:7][CH:8]=[C:9]([S:12]([Cl:16])(=[O:14])=[O:13])[CH:10]=2)[CH2:5][CH2:4][CH2:3]1. The yield is 0.0800. (2) The reactants are [CH2:1]([N:8]1[CH2:15][CH:14]2[CH2:16][CH:10]([CH2:11][NH:12][CH2:13]2)[CH2:9]1)[C:2]1[CH:7]=[CH:6][CH:5]=[CH:4][CH:3]=1.[N:17]#[C:18]Br. The catalyst is CCOCC. The product is [CH2:1]([N:8]1[CH2:9][CH:10]2[CH2:16][CH:14]([CH2:13][N:12]([C:18]#[N:17])[CH2:11]2)[CH2:15]1)[C:2]1[CH:7]=[CH:6][CH:5]=[CH:4][CH:3]=1. The yield is 0.910.